From a dataset of Reaction yield outcomes from USPTO patents with 853,638 reactions. Predict the reaction yield, written as a fraction of the theoretical maximum amount of product (1.0 means a 100% yield; for example, 0.34 means a 34% yield). (1) The reactants are [C:1]([Si:5]([CH3:37])([CH3:36])[O:6][C:7]1([C:11]2[S:12][C:13]([C:16]3[CH:17]=[C:18]([NH:25][C:26]4[N:31]=[C:30]([C:32]([F:35])([F:34])[F:33])[CH:29]=[CH:28][N:27]=4)[CH:19]=[C:20]([N+:22]([O-])=O)[CH:21]=3)=[CH:14][N:15]=2)[CH2:10][CH2:9][CH2:8]1)([CH3:4])([CH3:3])[CH3:2]. The catalyst is C(OCC)(=O)C.[Pd]. The product is [Si:5]([O:6][C:7]1([C:11]2[S:12][C:13]([C:16]3[CH:21]=[C:20]([NH2:22])[CH:19]=[C:18]([NH:25][C:26]4[N:31]=[C:30]([C:32]([F:33])([F:34])[F:35])[CH:29]=[CH:28][N:27]=4)[CH:17]=3)=[CH:14][N:15]=2)[CH2:10][CH2:9][CH2:8]1)([C:1]([CH3:2])([CH3:3])[CH3:4])([CH3:36])[CH3:37]. The yield is 0.920. (2) The reactants are [O:1]=[C:2]1[N:20]([C:21]([O:23][C:24]([CH3:27])([CH3:26])[CH3:25])=[O:22])[C@@H:5]2[CH2:6][N:7]([C:10](OCC3C=CC=CC=3)=O)[CH2:8][CH2:9][C@@H:4]2[O:3]1.O=C1N(C(OC(C)(C)C)=O)[C@@H]2CNCC[C@@H]2O1.ClC1[CH:51]=[CH:50][N:49]=[CH:48][C:47]=1[N+:52]([O-:54])=[O:53].CCN(C(C)C)C(C)C. The catalyst is CCO.CCOC(C)=O.CC(O)C.[Pd]. The product is [N+:52]([C:47]1[CH:48]=[N:49][CH:50]=[CH:51][C:10]=1[N:7]1[CH2:8][CH2:9][C@@H:4]2[O:3][C:2](=[O:1])[N:20]([C:21]([O:23][C:24]([CH3:25])([CH3:26])[CH3:27])=[O:22])[C@@H:5]2[CH2:6]1)([O-:54])=[O:53]. The yield is 0.890.